Dataset: Forward reaction prediction with 1.9M reactions from USPTO patents (1976-2016). Task: Predict the product of the given reaction. (1) Given the reactants [S:1]([N:11]1[CH:15]=[CH:14][C:13]([N:16]2[CH:20]=[CH:19][CH:18]=[C:17]2[C:21]([C:23]2[CH:28]=[CH:27][C:26]([O:29]CC3C=CC=CC=3)=[CH:25][C:24]=2[O:37][CH3:38])=[O:22])=[C:12]1[C:39]([C:41]1[CH:46]=[CH:45][C:44]([O:47]CC2C=CC=CC=2)=[CH:43][C:42]=1[O:55][CH3:56])=[O:40])([C:4]1[CH:10]=[CH:9][C:7]([CH3:8])=[CH:6][CH:5]=1)(=[O:3])=[O:2], predict the reaction product. The product is: [S:1]([N:11]1[CH:15]=[CH:14][C:13]([N:16]2[CH:20]=[CH:19][CH:18]=[C:17]2[C:21]([C:23]2[CH:28]=[CH:27][C:26]([OH:29])=[CH:25][C:24]=2[O:37][CH3:38])=[O:22])=[C:12]1[C:39]([C:41]1[CH:46]=[CH:45][C:44]([OH:47])=[CH:43][C:42]=1[O:55][CH3:56])=[O:40])([C:4]1[CH:10]=[CH:9][C:7]([CH3:8])=[CH:6][CH:5]=1)(=[O:3])=[O:2]. (2) Given the reactants Cl[C:2]1[N:3]([CH2:28][CH2:29][CH3:30])[C:4](=[O:27])[C:5]2[NH:6][C:7]([C:11]3[CH:12]=[N:13][N:14]([CH2:16][C:17]4[CH:22]=[CH:21][CH:20]=[C:19]([C:23]([F:26])([F:25])[F:24])[CH:18]=4)[CH:15]=3)=[N:8][C:9]=2[N:10]=1.CN(C=O)C.[C:36]([O:42][CH2:43]Cl)(=[O:41])[C:37]([CH3:40])([CH3:39])[CH3:38], predict the reaction product. The product is: [O:27]=[C:4]1[N:3]([CH2:28][CH2:29][CH3:30])[CH:2]=[N:10][C:9]2[N:8]=[C:7]([C:11]3[CH:12]=[N:13][N:14]([CH2:16][C:17]4[CH:22]=[CH:21][CH:20]=[C:19]([C:23]([F:26])([F:25])[F:24])[CH:18]=4)[CH:15]=3)[N:6]([CH2:43][O:42][C:36](=[O:41])[C:37]([CH3:40])([CH3:39])[CH3:38])[C:5]1=2.